From a dataset of NCI-60 drug combinations with 297,098 pairs across 59 cell lines. Regression. Given two drug SMILES strings and cell line genomic features, predict the synergy score measuring deviation from expected non-interaction effect. Drug 1: C1CC(=O)NC(=O)C1N2CC3=C(C2=O)C=CC=C3N. Drug 2: C1=CC=C(C=C1)NC(=O)CCCCCCC(=O)NO. Cell line: ACHN. Synergy scores: CSS=2.58, Synergy_ZIP=-3.70, Synergy_Bliss=-1.66, Synergy_Loewe=-1.51, Synergy_HSA=-1.07.